Dataset: Full USPTO retrosynthesis dataset with 1.9M reactions from patents (1976-2016). Task: Predict the reactants needed to synthesize the given product. (1) The reactants are: [CH:1]1[C:10]2[C@@H:11]3[CH2:16][NH:15][CH2:14][CH2:13][C@@H:12]3[N:8]3[C:9]=2[C:4]([CH2:5][CH2:6][CH2:7]3)=[CH:3][CH:2]=1.Cl[CH2:18][CH2:19][CH2:20][C:21]([C:23]1[CH:28]=[CH:27][C:26]([F:29])=[CH:25][CH:24]=1)=[O:22].C([O-])([O-])=O.[K+].[K+]. Given the product [CH:1]1[C:10]2[C@@H:11]3[CH2:16][N:15]([CH2:18][CH2:19][CH2:20][C:21]([C:23]4[CH:24]=[CH:25][C:26]([F:29])=[CH:27][CH:28]=4)=[O:22])[CH2:14][CH2:13][C@@H:12]3[N:8]3[C:9]=2[C:4]([CH2:5][CH2:6][CH2:7]3)=[CH:3][CH:2]=1, predict the reactants needed to synthesize it. (2) Given the product [CH3:20][C:19]1[N:18]([C:12]2[CH:17]=[CH:16][CH:15]=[CH:14][CH:13]=2)[C:2]2=[N:3][C:4]([CH3:11])=[CH:5][CH:6]=[C:7]2[N:8]=1, predict the reactants needed to synthesize it. The reactants are: Cl[C:2]1[C:7]([N+:8]([O-])=O)=[CH:6][CH:5]=[C:4]([CH3:11])[N:3]=1.[C:12]1([NH:18][C:19](=O)[CH3:20])[CH:17]=[CH:16][CH:15]=[CH:14][CH:13]=1.